This data is from Catalyst prediction with 721,799 reactions and 888 catalyst types from USPTO. The task is: Predict which catalyst facilitates the given reaction. Reactant: [NH2:1][C:2]1[NH:6][N:5]=[C:4](C(O)=O)[N:3]=1.[CH3:10][C:11]([CH2:13][C:14]([C:16]([O:18][CH3:19])=[O:17])=O)=O. Product: [CH3:19][O:18][C:16]([C:14]1[N:6]2[N:5]=[CH:4][N:3]=[C:2]2[N:1]=[C:11]([CH3:10])[CH:13]=1)=[O:17]. The catalyst class is: 52.